From a dataset of Peptide-MHC class I binding affinity with 185,985 pairs from IEDB/IMGT. Regression. Given a peptide amino acid sequence and an MHC pseudo amino acid sequence, predict their binding affinity value. This is MHC class I binding data. (1) The peptide sequence is LMCHATFTMR. The MHC is HLA-A33:01 with pseudo-sequence HLA-A33:01. The binding affinity (normalized) is 0.585. (2) The peptide sequence is ISDSAQNMM. The MHC is HLA-B08:01 with pseudo-sequence HLA-B08:01. The binding affinity (normalized) is 0.0847. (3) The peptide sequence is KRQEILDLWVY. The MHC is HLA-B07:02 with pseudo-sequence HLA-B07:02. The binding affinity (normalized) is 0. (4) The peptide sequence is LPSETFPNV. The MHC is HLA-B35:01 with pseudo-sequence HLA-B35:01. The binding affinity (normalized) is 0.543. (5) The peptide sequence is LMMMLPATLA. The MHC is HLA-A02:03 with pseudo-sequence HLA-A02:03. The binding affinity (normalized) is 0.735. (6) The peptide sequence is AWISSMLLY. The MHC is HLA-A29:02 with pseudo-sequence HLA-A29:02. The binding affinity (normalized) is 1.00. (7) The peptide sequence is FWLMVYEGL. The MHC is HLA-A30:01 with pseudo-sequence HLA-A30:01. The binding affinity (normalized) is 0.0847. (8) The peptide sequence is TIKRRIRQL. The MHC is HLA-A02:01 with pseudo-sequence HLA-A02:01. The binding affinity (normalized) is 0.0847. (9) The peptide sequence is KEKGGLEGM. The MHC is HLA-A03:01 with pseudo-sequence HLA-A03:01. The binding affinity (normalized) is 0. (10) The peptide sequence is GLMHNQNAL. The MHC is HLA-B07:02 with pseudo-sequence HLA-B07:02. The binding affinity (normalized) is 0.129.